Dataset: Catalyst prediction with 721,799 reactions and 888 catalyst types from USPTO. Task: Predict which catalyst facilitates the given reaction. (1) Reactant: [Cl:1][CH2:2][C:3]([CH2:5]Cl)=O.[NH2:7][C:8]1[CH:13]=[CH:12][N:11]([C:14]2[CH:19]=[CH:18][C:17]([F:20])=[CH:16][CH:15]=2)[C:10](=[O:21])[N:9]=1. Product: [Cl:1][CH2:2][C:3]1[N:7]=[C:8]2[CH:13]=[CH:12][N:11]([C:14]3[CH:19]=[CH:18][C:17]([F:20])=[CH:16][CH:15]=3)[C:10](=[O:21])[N:9]2[CH:5]=1. The catalyst class is: 3. (2) Reactant: FC(F)(F)C(O)=O.[CH3:8][NH:9][CH2:10][C:11]1[CH:12]=[C:13]([C:17]2[CH:22]=[CH:21][C:20]([CH2:23][CH:24]3[S:28][C:27](=[O:29])[NH:26][C:25]3=[O:30])=[CH:19][CH:18]=2)[CH:14]=[CH:15][CH:16]=1.O1CCCC1.C(N(CC)CC)C.[C:43]1([CH2:49][C:50](Cl)=[O:51])[CH:48]=[CH:47][CH:46]=[CH:45][CH:44]=1. Product: [O:29]=[C:27]1[NH:26][C:25](=[O:30])[CH:24]([CH2:23][C:20]2[CH:19]=[CH:18][C:17]([C:13]3[CH:14]=[CH:15][CH:16]=[C:11]([CH2:10][N:9]([CH3:8])[C:50](=[O:51])[CH2:49][C:43]4[CH:48]=[CH:47][CH:46]=[CH:45][CH:44]=4)[CH:12]=3)=[CH:22][CH:21]=2)[S:28]1. The catalyst class is: 6. (3) Reactant: [CH3:1][C:2]1[S:3][CH:4]=[C:5]([CH2:7][CH2:8][N:9]([C:17]2[CH:22]=[CH:21][C:20]([NH:23][C:24]([C:26]3[CH:31]=[CH:30][CH:29]=[C:28]([CH3:32])[C:27]=3[C:33]3[CH:38]=[CH:37][C:36]([C:39]([F:42])([F:41])[F:40])=[CH:35][CH:34]=3)=[O:25])=[CH:19][CH:18]=2)C(=O)OC(C)(C)C)[N:6]=1.FC(F)(F)C(O)=O. Product: [CH3:32][C:28]1[CH:29]=[CH:30][CH:31]=[C:26]([C:24]([NH:23][C:20]2[CH:21]=[CH:22][C:17]([NH:9][CH2:8][CH2:7][C:5]3[N:6]=[C:2]([CH3:1])[S:3][CH:4]=3)=[CH:18][CH:19]=2)=[O:25])[C:27]=1[C:33]1[CH:38]=[CH:37][C:36]([C:39]([F:42])([F:41])[F:40])=[CH:35][CH:34]=1. The catalyst class is: 4.